This data is from Peptide-MHC class II binding affinity with 134,281 pairs from IEDB. The task is: Regression. Given a peptide amino acid sequence and an MHC pseudo amino acid sequence, predict their binding affinity value. This is MHC class II binding data. (1) The peptide sequence is QISGVDLGLPNWGKY. The MHC is HLA-DQA10401-DQB10402 with pseudo-sequence HLA-DQA10401-DQB10402. The binding affinity (normalized) is 0.0776. (2) The peptide sequence is AIPKVPPGPNITATY. The MHC is DRB1_0802 with pseudo-sequence DRB1_0802. The binding affinity (normalized) is 0.135.